From a dataset of Reaction yield outcomes from USPTO patents with 853,638 reactions. Predict the reaction yield, written as a fraction of the theoretical maximum amount of product (1.0 means a 100% yield; for example, 0.34 means a 34% yield). (1) The reactants are [CH:1]1([C:6]2[CH:7]=[C:8]([CH:12]=[CH:13][C:14]=2[O:15][CH3:16])[C:9]([OH:11])=O)[CH2:5][CH2:4][CH2:3][CH2:2]1.C(Cl)(=O)C(Cl)=O.[Sn](Cl)(Cl)(Cl)Cl.[Br:28][C:29]1[CH:42]=[CH:41][CH:40]=[CH:39][C:30]=1[CH2:31][C:32]1[O:33][C:34]([CH3:38])=[C:35]([CH3:37])[CH:36]=1. The catalyst is CN(C)C=O.C(Cl)Cl. The product is [Br:28][C:29]1[CH:42]=[CH:41][CH:40]=[CH:39][C:30]=1[CH2:31][C:32]1[O:33][C:34]([CH3:38])=[C:35]([CH3:37])[C:36]=1[C:9]([C:8]1[CH:12]=[CH:13][C:14]([O:15][CH3:16])=[C:6]([CH:1]2[CH2:2][CH2:3][CH2:4][CH2:5]2)[CH:7]=1)=[O:11]. The yield is 0.660. (2) The reactants are [F:1][CH:2]([F:22])[C:3]1[NH:7][C:6]2[C:8]([C:18]([O:20][CH3:21])=[O:19])=[CH:9][C:10]([N:12]3[CH2:17][CH2:16][O:15][CH2:14][CH2:13]3)=[CH:11][C:5]=2[N:4]=1.C([O-])([O-])=O.[K+].[K+].Br[CH2:30][C:31]1[C:40]2[C:35](=[CH:36][CH:37]=[CH:38][CH:39]=2)[CH:34]=[CH:33][CH:32]=1. The catalyst is CN(C=O)C. The product is [F:22][CH:2]([F:1])[C:3]1[N:4]([CH2:30][C:31]2[C:40]3[C:35](=[CH:36][CH:37]=[CH:38][CH:39]=3)[CH:34]=[CH:33][CH:32]=2)[C:5]2[CH:11]=[C:10]([N:12]3[CH2:17][CH2:16][O:15][CH2:14][CH2:13]3)[CH:9]=[C:8]([C:18]([O:20][CH3:21])=[O:19])[C:6]=2[N:7]=1. The yield is 0.980. (3) The reactants are [C:1]1([O:7][CH3:8])[CH:6]=[CH:5][CH:4]=[CH:3][CH:2]=1.[Cl-].[CH3:10][O:11][C:12](=[O:22])[C:13]1[CH:21]=[CH:20][C:16]([C:17](O)=[O:18])=[CH:15][CH:14]=1.[Al+3].[Cl-].[Cl-].[Cl-].Cl. No catalyst specified. The product is [CH3:8][O:7][C:1]1[CH:6]=[CH:5][C:4]([C:17]([C:16]2[CH:20]=[CH:21][C:13]([C:12]([O:11][CH3:10])=[O:22])=[CH:14][CH:15]=2)=[O:18])=[CH:3][CH:2]=1. The yield is 0.600. (4) The reactants are Cl[C:2]1[C:3]([C:8]#N)=[N:4][CH:5]=[CH:6][CH:7]=1.C[Mg]Br.Cl.[SH:14][CH2:15][C:16]([O:18][CH2:19][CH3:20])=[O:17].[C:21](=O)([O-])[O-].[K+].[K+]. The catalyst is O1CCCC1.C(OCC)C.O.CN(C)C=O. The product is [CH3:21][C:8]1[C:3]2=[N:4][CH:5]=[CH:6][CH:7]=[C:2]2[S:14][C:15]=1[C:16]([O:18][CH2:19][CH3:20])=[O:17]. The yield is 0.790.